This data is from Full USPTO retrosynthesis dataset with 1.9M reactions from patents (1976-2016). The task is: Predict the reactants needed to synthesize the given product. Given the product [F:1][C:2]1[N:3]=[CH:4][C:5]([C:6]([NH:18][C:17]2[CH:19]=[CH:20][C:14]([O:13][CH2:11][CH3:12])=[CH:15][C:16]=2[N+:21]([O-:23])=[O:22])=[O:8])=[CH:9][CH:10]=1, predict the reactants needed to synthesize it. The reactants are: [F:1][C:2]1[CH:10]=[CH:9][C:5]([C:6]([OH:8])=O)=[CH:4][N:3]=1.[CH2:11]([O:13][C:14]1[CH:20]=[CH:19][C:17]([NH2:18])=[C:16]([N+:21]([O-:23])=[O:22])[CH:15]=1)[CH3:12].